From a dataset of Full USPTO retrosynthesis dataset with 1.9M reactions from patents (1976-2016). Predict the reactants needed to synthesize the given product. Given the product [Cl:20][C:6]1[CH:5]=[N:4][CH:3]=[C:2]([Cl:1])[C:7]=1[S:8][C:9]1[S:13][C:12]([C:14]([NH:27][CH:24]2[CH2:25][CH2:26][N:22]([CH3:21])[CH2:23]2)=[O:16])=[CH:11][C:10]=1[N+:17]([O-:19])=[O:18], predict the reactants needed to synthesize it. The reactants are: [Cl:1][C:2]1[CH:3]=[N:4][CH:5]=[C:6]([Cl:20])[C:7]=1[S:8][C:9]1[S:13][C:12]([C:14]([OH:16])=O)=[CH:11][C:10]=1[N+:17]([O-:19])=[O:18].[CH3:21][N:22]1[CH2:26][CH2:25][CH:24]([NH2:27])[CH2:23]1.